From a dataset of Forward reaction prediction with 1.9M reactions from USPTO patents (1976-2016). Predict the product of the given reaction. (1) Given the reactants Cl[C:2]1[N:7]=[C:6]([C:8]2[CH:13]=[CH:12][CH:11]=[CH:10][CH:9]=2)[N:5]=[C:4]([NH:14][C:15]2[CH:20]=[CH:19][C:18]([Cl:21])=[CH:17][CH:16]=2)[CH:3]=1.O.[NH2:23][NH2:24].[F:25][C:26]([F:37])([F:36])[O:27][C:28]1[CH:35]=[CH:34][C:31]([CH:32]=O)=[CH:30][CH:29]=1.O, predict the reaction product. The product is: [Cl:21][C:18]1[CH:19]=[CH:20][C:15]([NH:14][C:4]2[CH:3]=[C:2]([NH:23][N:24]=[CH:32][C:31]3[CH:34]=[CH:35][C:28]([O:27][C:26]([F:37])([F:36])[F:25])=[CH:29][CH:30]=3)[N:7]=[C:6]([C:8]3[CH:13]=[CH:12][CH:11]=[CH:10][CH:9]=3)[N:5]=2)=[CH:16][CH:17]=1. (2) The product is: [Cl:20][C:21]1[CH:26]=[CH:25][C:24]([S:27]([C:30]2[CH:35]=[CH:34][CH:33]=[CH:32][C:31]=2[F:36])(=[O:29])=[O:28])=[CH:23][N+:22]=1[O-:3]. Given the reactants NC(N)=[O:3].OO.FC(F)(F)C(OC(=O)C(F)(F)F)=O.[Cl:20][C:21]1[CH:26]=[CH:25][C:24]([S:27]([C:30]2[CH:35]=[CH:34][CH:33]=[CH:32][C:31]=2[F:36])(=[O:29])=[O:28])=[CH:23][N:22]=1.O, predict the reaction product. (3) Given the reactants [CH3:1][O:2][C:3]([C:5]1[N:6]=[CH:7][S:8][C:9]=1Br)=[O:4].[CH:11]1(B(O)O)[CH2:13][CH2:12]1.[O-]P([O-])([O-])=O.[K+].[K+].[K+].C1(C)C=CC=CC=1, predict the reaction product. The product is: [CH3:1][O:2][C:3]([C:5]1[N:6]=[CH:7][S:8][C:9]=1[CH:11]1[CH2:13][CH2:12]1)=[O:4]. (4) Given the reactants [F:1][C:2]1[CH:7]=[CH:6][C:5]([N:8]2[C:13](=[O:14])[C:12]([C:15]([OH:17])=O)=[CH:11][CH:10]=[N:9]2)=[CH:4][CH:3]=1.[CH3:18][O:19][C:20]1[CH:54]=[CH:53][C:23]([CH2:24][N:25]2[C:29]3=[N:30][CH:31]=[CH:32][C:33]([O:34][C:35]4[CH:40]=[CH:39][C:38]([NH2:41])=[CH:37][C:36]=4[F:42])=[C:28]3[C:27]([NH:43][CH:44]3[CH2:49][CH2:48][N:47]([CH2:50][CH2:51][F:52])[CH2:46][CH2:45]3)=[N:26]2)=[CH:22][CH:21]=1, predict the reaction product. The product is: [CH3:18][O:19][C:20]1[CH:21]=[CH:22][C:23]([CH2:24][N:25]2[C:29]3=[N:30][CH:31]=[CH:32][C:33]([O:34][C:35]4[CH:40]=[CH:39][C:38]([NH:41][C:15]([C:12]5[C:13](=[O:14])[N:8]([C:5]6[CH:4]=[CH:3][C:2]([F:1])=[CH:7][CH:6]=6)[N:9]=[CH:10][CH:11]=5)=[O:17])=[CH:37][C:36]=4[F:42])=[C:28]3[C:27]([NH:43][CH:44]3[CH2:45][CH2:46][N:47]([CH2:50][CH2:51][F:52])[CH2:48][CH2:49]3)=[N:26]2)=[CH:53][CH:54]=1.